Dataset: Reaction yield outcomes from USPTO patents with 853,638 reactions. Task: Predict the reaction yield, written as a fraction of the theoretical maximum amount of product (1.0 means a 100% yield; for example, 0.34 means a 34% yield). (1) The reactants are C([O:4][C@@H:5]([C:7]1[CH:11]=[C:10]([C:12]2[CH:17]=[CH:16][CH:15]=[C:14]([Cl:18])[CH:13]=2)[O:9][N:8]=1)[CH3:6])(=O)C.O.[OH-].[Li+]. The catalyst is C1COCC1.O. The product is [Cl:18][C:14]1[CH:13]=[C:12]([C:10]2[O:9][N:8]=[C:7]([C@H:5]([OH:4])[CH3:6])[CH:11]=2)[CH:17]=[CH:16][CH:15]=1. The yield is 0.850. (2) The reactants are [CH3:1][O:2][C:3]([CH:5]1[CH2:9][S:8][C:7]([C:10]2[CH:15]=[CH:14][C:13]([CH2:16][NH:17][C:18]([O:20][C:21]([CH3:24])([CH3:23])[CH3:22])=[O:19])=[CH:12][CH:11]=2)=[N:6]1)=[O:4].BrC(Cl)(Cl)Cl.C1CCN2C(=NCCC2)CC1. The catalyst is C(Cl)Cl. The product is [CH3:1][O:2][C:3]([C:5]1[N:6]=[C:7]([C:10]2[CH:11]=[CH:12][C:13]([CH2:16][NH:17][C:18]([O:20][C:21]([CH3:24])([CH3:23])[CH3:22])=[O:19])=[CH:14][CH:15]=2)[S:8][CH:9]=1)=[O:4]. The yield is 0.830. (3) The product is [OH:2][C:3]1[CH:4]=[C:5]2[C:10](=[CH:11][CH:12]=1)[N:9]=[CH:8][C:7]([N+:13]([O-:15])=[O:14])=[CH:6]2. The catalyst is Br. The yield is 0.780. The reactants are C[O:2][C:3]1[CH:4]=[C:5]2[C:10](=[CH:11][CH:12]=1)[N:9]=[CH:8][C:7]([N+:13]([O-:15])=[O:14])=[CH:6]2.[OH-].[Na+]. (4) The reactants are [C:1]([C:5]1[CH:9]=[C:8]([NH:10][C:11](=[O:19])OC2C=CC=CC=2)[N:7]([C:20]2[CH:25]=[CH:24][C:23](=[O:26])[NH:22][CH:21]=2)[N:6]=1)([CH3:4])([CH3:3])[CH3:2].[CH3:27][O:28][C:29]1[CH:30]=[C:31]2[C:36](=[CH:37][C:38]=1[O:39][CH3:40])[N:35]=[CH:34][N:33]=[C:32]2[O:41][C:42]1[CH:43]=[C:44]([CH:46]=[CH:47][CH:48]=1)[NH2:45]. No catalyst specified. The product is [C:1]([C:5]1[CH:9]=[C:8]([NH:10][C:11]([NH:45][C:44]2[CH:46]=[CH:47][CH:48]=[C:42]([O:41][C:32]3[C:31]4[C:36](=[CH:37][C:38]([O:39][CH3:40])=[C:29]([O:28][CH3:27])[CH:30]=4)[N:35]=[CH:34][N:33]=3)[CH:43]=2)=[O:19])[N:7]([C:20]2[CH:25]=[CH:24][C:23](=[O:26])[NH:22][CH:21]=2)[N:6]=1)([CH3:2])([CH3:3])[CH3:4]. The yield is 0.620.